Dataset: Reaction yield outcomes from USPTO patents with 853,638 reactions. Task: Predict the reaction yield, written as a fraction of the theoretical maximum amount of product (1.0 means a 100% yield; for example, 0.34 means a 34% yield). The reactants are N1C=C[CH:4]=[CH:3][C:2]=1[C:7](O)=[O:8].CCN=C=[N:14][CH2:15][CH2:16][CH2:17][N:18]([CH3:20])C.[CH:21]1[CH:22]=[CH:23][C:24]2N(O)N=[N:27][C:25]=2C=1.[CH2:31](N(CC)CC)C.[C:38](=[O:41])([O-])[OH:39].[Na+].C[N:44]([CH:46]=[O:47])C. No catalyst specified. The product is [N:27]1[CH:21]=[CH:22][CH:23]=[CH:24][C:25]=1[C:46]([NH:44][C:16]1[C:15]([C:38]([O:39][CH3:31])=[O:41])=[N:14][N:18]([CH:20]2[CH2:4][CH2:3][CH2:2][CH2:7][O:8]2)[CH:17]=1)=[O:47]. The yield is 0.720.